From a dataset of TCR-epitope binding with 47,182 pairs between 192 epitopes and 23,139 TCRs. Binary Classification. Given a T-cell receptor sequence (or CDR3 region) and an epitope sequence, predict whether binding occurs between them. (1) The TCR CDR3 sequence is CASSLGAAVREQYF. Result: 0 (the TCR does not bind to the epitope). The epitope is YVFCTVNAL. (2) The epitope is LEPLVDLPI. The TCR CDR3 sequence is CASSSFTRTILGQETQYF. Result: 1 (the TCR binds to the epitope). (3) The epitope is PKYVKQNTLKLAT. The TCR CDR3 sequence is CASSGIAGGPSYEQYF. Result: 1 (the TCR binds to the epitope). (4) The epitope is LEPLVDLPI. The TCR CDR3 sequence is CASSPPFSYNEQFF. Result: 0 (the TCR does not bind to the epitope). (5) The epitope is ALSKGVHFV. The TCR CDR3 sequence is CASSQGLVYEQFF. Result: 1 (the TCR binds to the epitope). (6) The epitope is KLSYGIATV. The TCR CDR3 sequence is CASSQSGTGTYEQYF. Result: 1 (the TCR binds to the epitope).